Task: Predict the reactants needed to synthesize the given product.. Dataset: Full USPTO retrosynthesis dataset with 1.9M reactions from patents (1976-2016) (1) Given the product [CH2:20]([CH:22]([C:25]1[C:26]2[N:27]([C:32]([C:3]3[N:2]([CH3:1])[C:6]4=[N:7][CH:8]=[CH:9][CH:10]=[C:5]4[CH:4]=3)=[C:33]([CH3:35])[N:34]=2)[N:28]=[C:29]([CH3:31])[CH:30]=1)[CH2:23][CH3:24])[CH3:21], predict the reactants needed to synthesize it. The reactants are: [CH3:1][N:2]1[C:6]2=[N:7][CH:8]=[CH:9][CH:10]=[C:5]2[CH:4]=[C:3]1B1OC(C)(C)C(C)(C)O1.[CH2:20]([CH:22]([C:25]1[C:26]2[N:27]([C:32](I)=[C:33]([CH3:35])[N:34]=2)[N:28]=[C:29]([CH3:31])[CH:30]=1)[CH2:23][CH3:24])[CH3:21].C([O-])([O-])=O.[Na+].[Na+].COCCOC.O. (2) Given the product [Br:34][C:35]1[N:40]=[C:39]([C:41](=[O:44])[NH:42][CH3:43])[C:38]([NH:45][C:46]2[C:51]([C:52]([F:55])([F:53])[F:54])=[CH:50][N:49]=[C:48]([NH:56][C:57]3[CH:67]=[CH:66][C:60]([CH2:61][CH2:62][PH:63](=[O:64])[O:65][CH2:85][CH2:84][CH2:83][N:81]4[CH:82]=[C:78]([B:73]5[O:74][C:75]([CH3:77])([CH3:76])[C:71]([CH3:70])([CH3:87])[O:72]5)[CH:79]=[N:80]4)=[CH:59][C:58]=3[O:68][CH3:69])[N:47]=2)=[CH:37][CH:36]=1, predict the reactants needed to synthesize it. The reactants are: F[P-](F)(F)(F)(F)F.N1(O[P+](N2CCCC2)(N2CCCC2)N2CCCC2)C2C=CC=CC=2N=N1.[Br:34][C:35]1[N:40]=[C:39]([C:41](=[O:44])[NH:42][CH3:43])[C:38]([NH:45][C:46]2[C:51]([C:52]([F:55])([F:54])[F:53])=[CH:50][N:49]=[C:48]([NH:56][C:57]3[CH:67]=[CH:66][C:60]([CH2:61][CH2:62][PH:63](=[O:65])[OH:64])=[CH:59][C:58]=3[O:68][CH3:69])[N:47]=2)=[CH:37][CH:36]=1.[CH3:70][C:71]1([CH3:87])[C:75]([CH3:77])([CH3:76])[O:74][B:73]([C:78]2[CH:79]=[N:80][N:81]([CH2:83][CH2:84][CH2:85]O)[CH:82]=2)[O:72]1.CN1C=CN=C1. (3) Given the product [C:36]([O:35][C:33]([NH:32][C@@H:10]([CH2:11][C:12]1[N:16]([CH2:17][C:18]2[CH:19]=[CH:20][C:21]([C:24]([CH3:25])([CH3:27])[CH3:26])=[CH:22][CH:23]=2)[C:15]2[CH:28]=[CH:29][CH:30]=[CH:31][C:14]=2[N:13]=1)[C:9]([NH:73][O:72][C:53]([C:54]1[CH:59]=[CH:58][CH:57]=[CH:56][CH:55]=1)([C:66]1[CH:67]=[CH:68][CH:69]=[CH:70][CH:71]=1)[C:60]1[CH:61]=[CH:62][CH:63]=[CH:64][CH:65]=1)=[O:40])=[O:34])([CH3:37])([CH3:38])[CH3:39], predict the reactants needed to synthesize it. The reactants are: C(O[C:9](=[O:40])[C@@H:10]([NH:32][C:33]([O:35][C:36]([CH3:39])([CH3:38])[CH3:37])=[O:34])[CH2:11][C:12]1[N:16]([CH2:17][C:18]2[CH:23]=[CH:22][C:21]([C:24]([CH3:27])([CH3:26])[CH3:25])=[CH:20][CH:19]=2)[C:15]2[CH:28]=[CH:29][CH:30]=[CH:31][C:14]=2[N:13]=1)C1C=CC=CC=1.CCN=C=NCCCN(C)C.Cl.[C:53]([O:72][NH2:73])([C:66]1[CH:71]=[CH:70][CH:69]=[CH:68][CH:67]=1)([C:60]1[CH:65]=[CH:64][CH:63]=[CH:62][CH:61]=1)[C:54]1[CH:59]=[CH:58][CH:57]=[CH:56][CH:55]=1.